From a dataset of Full USPTO retrosynthesis dataset with 1.9M reactions from patents (1976-2016). Predict the reactants needed to synthesize the given product. (1) Given the product [CH2:40]([N:41]1[C:7](=[O:9])[C:6]2[C:5]([CH3:12])=[C:4]([O:13][CH3:14])[S:3][C:2]=2[NH:1][C:19]1=[O:25])[C:34]1[CH:39]=[CH:38][CH:37]=[CH:36][CH:35]=1, predict the reactants needed to synthesize it. The reactants are: [NH2:1][C:2]1[S:3][C:4]([O:13][CH3:14])=[C:5]([CH3:12])[C:6]=1[C:7]([O:9]CC)=O.ClC(Cl)(O[C:19](=[O:25])OC(Cl)(Cl)Cl)Cl.C(N(CC)CC)C.[C:34]1([CH2:40][NH2:41])[CH:39]=[CH:38][CH:37]=[CH:36][CH:35]=1. (2) Given the product [C:34]([O:33][C:31](=[O:32])[CH2:30][N:23]1[CH2:22][CH2:21][C:20]2[C:25](=[CH:26][CH:27]=[CH:28][C:19]=2[C:16]2[N:15]=[C:14]([C:10]3[CH:9]=[CH:8][C:7]4[C:12](=[CH:13][N:5]([CH:2]([CH3:4])[CH3:3])[N:6]=4)[CH:11]=3)[O:18][N:17]=2)[CH2:24]1)([CH3:37])([CH3:36])[CH3:35], predict the reactants needed to synthesize it. The reactants are: Cl.[CH:2]([N:5]1[CH:13]=[C:12]2[C:7]([CH:8]=[CH:9][C:10]([C:14]3[O:18][N:17]=[C:16]([C:19]4[CH:28]=[CH:27][CH:26]=[C:25]5[C:20]=4[CH2:21][CH2:22][NH:23][CH2:24]5)[N:15]=3)=[CH:11]2)=[N:6]1)([CH3:4])[CH3:3].Br[CH2:30][C:31]([O:33][C:34]([CH3:37])([CH3:36])[CH3:35])=[O:32]. (3) The reactants are: [CH3:1][O:2][CH2:3][CH2:4][CH2:5][NH:6][C:7]([C:9]1[N:10]=[C:11](I)[NH:12][C:13]=1[CH2:14][CH2:15][CH3:16])=[O:8]. Given the product [CH3:1][O:2][CH2:3][CH2:4][CH2:5][NH:6][C:7]([C:9]1[N:10]=[C:11]([C:11]2[NH:12][C:13]([CH2:14][CH2:15][CH3:16])=[C:9]([C:7]([NH:6][CH2:5][CH2:4][CH2:3][O:2][CH3:1])=[O:8])[N:10]=2)[NH:12][C:13]=1[CH2:14][CH2:15][CH3:16])=[O:8], predict the reactants needed to synthesize it. (4) Given the product [CH3:14][C:12]1[CH:11]=[C:10]([NH:15][C:16]2[NH:20][N:19]=[CH:18][CH:17]=2)[N:9]=[C:8]([N:6]2[CH2:7][C@H:2]([NH:1][C:25]([O:36][C@@H:37]([CH3:42])[C:38]([F:41])([F:40])[F:39])=[O:26])[CH2:3][C@H:4]([C:21]([O:23][CH3:24])=[O:22])[CH2:5]2)[N:13]=1, predict the reactants needed to synthesize it. The reactants are: [NH2:1][C@H:2]1[CH2:7][N:6]([C:8]2[N:13]=[C:12]([CH3:14])[CH:11]=[C:10]([NH:15][C:16]3[NH:20][N:19]=[CH:18][CH:17]=3)[N:9]=2)[CH2:5][C@@H:4]([C:21]([O:23][CH3:24])=[O:22])[CH2:3]1.[C:25](=O)([O:36][C@@H:37]([CH3:42])[C:38]([F:41])([F:40])[F:39])[O:26]C1C=CC([N+]([O-])=O)=CC=1. (5) Given the product [CH3:23][S:24]([O:20][CH:10]([CH2:11][NH:12][C:13]([O:14][C:15]([CH3:17])([CH3:18])[CH3:16])=[O:19])[CH2:9][CH2:8][O:7][C:6]1[CH:5]=[CH:4][C:3]([C:1]#[N:2])=[CH:22][CH:21]=1)(=[O:26])=[O:25], predict the reactants needed to synthesize it. The reactants are: [C:1]([C:3]1[CH:22]=[CH:21][C:6]([O:7][CH2:8][CH2:9][CH:10]([OH:20])[CH2:11][NH:12][C:13](=[O:19])[O:14][C:15]([CH3:18])([CH3:17])[CH3:16])=[CH:5][CH:4]=1)#[N:2].[CH3:23][S:24](Cl)(=[O:26])=[O:25].